From a dataset of Forward reaction prediction with 1.9M reactions from USPTO patents (1976-2016). Predict the product of the given reaction. (1) Given the reactants [CH2:1]([C:3]1[N:13]([CH2:14][C:15]2[CH:28]=[CH:27][C:18]([CH:19](O)[C:20]3[CH:25]=[CH:24][CH:23]=[CH:22][CH:21]=3)=[CH:17][CH:16]=2)[C:6]2=[N:7][C:8]([CH3:12])=[CH:9][C:10]([CH3:11])=[C:5]2[N:4]=1)[CH3:2].C1(P([N:43]=[N+:44]=[N-:45])(C2C=CC=CC=2)=O)C=CC=CC=1.C1CCN2C(=NCCC2)CC1, predict the reaction product. The product is: [CH2:1]([C:3]1[N:13]([CH2:14][C:15]2[CH:28]=[CH:27][C:18]([CH:19]([N:43]=[N+:44]=[N-:45])[C:20]3[CH:25]=[CH:24][CH:23]=[CH:22][CH:21]=3)=[CH:17][CH:16]=2)[C:6]2=[N:7][C:8]([CH3:12])=[CH:9][C:10]([CH3:11])=[C:5]2[N:4]=1)[CH3:2]. (2) Given the reactants [OH:1][C:2]1[CH:7]=[CH:6][C:5]([C:8]2[S:9][C:10]3[C:11](=[C:13]([C:17]([NH2:19])=[O:18])[CH:14]=[CH:15][CH:16]=3)[N:12]=2)=[CH:4][CH:3]=1.[H-].[Na+].C1C=CC(N([S:29]([C:32]([F:35])([F:34])[F:33])(=[O:31])=[O:30])[S:29]([C:32]([F:35])([F:34])[F:33])(=[O:31])=[O:30])=CC=1, predict the reaction product. The product is: [F:33][C:32]([F:35])([F:34])[S:29]([O:1][C:2]1[CH:3]=[CH:4][C:5]([C:8]2[S:9][C:10]3[CH:16]=[CH:15][CH:14]=[C:13]([C:17](=[O:18])[NH2:19])[C:11]=3[N:12]=2)=[CH:6][CH:7]=1)(=[O:31])=[O:30]. (3) Given the reactants [O:1]1[CH2:6][CH2:5][CH:4]([NH2:7])[CH2:3][CH2:2]1.C(N(CC)CC)C.[Br:15][C:16]1[S:20][C:19]([S:21](Cl)(=[O:23])=[O:22])=[CH:18][CH:17]=1, predict the reaction product. The product is: [Br:15][C:16]1[S:20][C:19]([S:21]([NH:7][CH:4]2[CH2:5][CH2:6][O:1][CH2:2][CH2:3]2)(=[O:23])=[O:22])=[CH:18][CH:17]=1.